This data is from Drug-target binding data from BindingDB using IC50 measurements. The task is: Regression. Given a target protein amino acid sequence and a drug SMILES string, predict the binding affinity score between them. We predict pIC50 (pIC50 = -log10(IC50 in M); higher means more potent). Dataset: bindingdb_ic50. The drug is C=CC(=O)Nc1ncc(S(=O)(=O)N2CCN(C(=O)OC(C)(C)C)CC2)cn1. The target protein (P00488) has sequence MSETSRTAFGGRRAVPPNNSNAAEDDLPTVELQGVVPRGVNLQEFLNVTSVHLFKERWDTNKVDHHTDKYENNKLIVRRGQSFYVQIDFSRPYDPRRDLFRVEYVIGRYPQENKGTYIPVPIVSELQSGKWGAKIVMREDRSVRLSIQSSPKCIVGKFRMYVAVWTPYGVLRTSRNPETDTYILFNPWCEDDAVYLDNEKEREEYVLNDIGVIFYGEVNDIKTRSWSYGQFEDGILDTCLYVMDRAQMDLSGRGNPIKVSRVGSAMVNAKDDEGVLVGSWDNIYAYGVPPSAWTGSVDILLEYRSSENPVRYGQCWVFAGVFNTFLRCLGIPARIVTNYFSAHDNDANLQMDIFLEEDGNVNSKLTKDSVWNYHCWNEAWMTRPDLPVGFGGWQAVDSTPQENSDGMYRCGPASVQAIKHGHVCFQFDAPFVFAEVNSDLIYITAKKDGTHVVENVDATHIGKLIVTKQIGGDGMMDITDTYKFQEGQEEERLALETALM.... The pIC50 is 5.5.